From a dataset of Catalyst prediction with 721,799 reactions and 888 catalyst types from USPTO. Predict which catalyst facilitates the given reaction. (1) Reactant: [OH:1][CH2:2][CH2:3][NH:4][CH2:5][CH2:6][N:7]1[C:15]2[C:10](=[CH:11][C:12]([O:16][CH3:17])=[CH:13][CH:14]=2)[C:9]([CH:18]=O)=[C:8]1[C:20]1[C:21]([CH3:27])=[N:22][N:23]([CH3:26])[C:24]=1[CH3:25].[CH3:28][NH:29][C:30]([NH:32][C:33]1[CH:34]=[CH:35][C:36]2[O:40][CH2:39][C:38](=[O:41])[C:37]=2[CH:42]=1)=[O:31].C([O-])([O-])=O.[Na+].[Na+]. Product: [OH:1][CH2:2][CH2:3][NH:4][CH2:5][CH2:6][N:7]1[C:15]2[C:10](=[CH:11][C:12]([O:16][CH3:17])=[CH:13][CH:14]=2)[C:9](/[CH:18]=[C:39]2\[O:40][C:36]3[CH:35]=[CH:34][C:33]([NH:32][C:30]([NH:29][CH3:28])=[O:31])=[CH:42][C:37]=3[C:38]\2=[O:41])=[C:8]1[C:20]1[C:21]([CH3:27])=[N:22][N:23]([CH3:26])[C:24]=1[CH3:25]. The catalyst class is: 422. (2) Reactant: C[O:2][C:3]([C:5]1[N:9]=[CH:8][N:7]([C:10]2[CH:15]=[CH:14][C:13]([C:16]#[N:17])=[CH:12][CH:11]=2)[N:6]=1)=[O:4].[OH-].[Na+]. Product: [C:16]([C:13]1[CH:12]=[CH:11][C:10]([N:7]2[CH:8]=[N:9][C:5]([C:3]([OH:4])=[O:2])=[N:6]2)=[CH:15][CH:14]=1)#[N:17]. The catalyst class is: 7.